Predict which catalyst facilitates the given reaction. From a dataset of Catalyst prediction with 721,799 reactions and 888 catalyst types from USPTO. (1) Reactant: [Cl:1][C:2]1[C:10]([Cl:11])=[CH:9][C:5]([C:6](O)=[O:7])=[C:4]([F:12])[CH:3]=1.CN([C:16]([O:20][N:21]1N=NC2C=CC=N[C:22]1=2)=[N+](C)C)C.F[P-](F)(F)(F)(F)F.CONC.CCN(C(C)C)C(C)C. Product: [Cl:1][C:2]1[C:10]([Cl:11])=[CH:9][C:5]([C:6]([N:21]([O:20][CH3:16])[CH3:22])=[O:7])=[C:4]([F:12])[CH:3]=1. The catalyst class is: 369. (2) Reactant: [C:1]([C:3]1[CH:25]=[CH:24][C:6]([CH2:7][NH:8][C:9](=[O:23])[CH:10]([O:20][CH2:21][CH3:22])[C:11]2[CH:16]=[CH:15][C:14]([O:17][CH3:18])=[CH:13][C:12]=2[F:19])=[C:5]([OH:26])[CH:4]=1)#[N:2].Br[CH2:28][C:29]([O:31][CH2:32][CH3:33])=[O:30].C(=O)([O-])[O-].[Cs+].[Cs+]. Product: [CH2:32]([O:31][C:29](=[O:30])[CH2:28][O:26][C:5]1[CH:4]=[C:3]([C:1]#[N:2])[CH:25]=[CH:24][C:6]=1[CH2:7][NH:8][C:9](=[O:23])[CH:10]([O:20][CH2:21][CH3:22])[C:11]1[CH:16]=[CH:15][C:14]([O:17][CH3:18])=[CH:13][C:12]=1[F:19])[CH3:33]. The catalyst class is: 3. (3) Product: [Cl:1][C:2]1[C:10]2[C:5](=[CH:6][C:7]([NH2:21])=[C:8]([CH2:11][NH:12][C@@H:13]([C:15]3[CH:16]=[CH:17][CH:18]=[CH:19][CH:20]=3)[CH3:14])[CH:9]=2)[N:4]([C:24]([C:37]2[CH:42]=[CH:41][CH:40]=[CH:39][CH:38]=2)([C:25]2[CH:26]=[CH:27][CH:28]=[CH:29][CH:30]=2)[C:31]2[CH:32]=[CH:33][CH:34]=[CH:35][CH:36]=2)[N:3]=1. The catalyst class is: 183. Reactant: [Cl:1][C:2]1[C:10]2[C:5](=[CH:6][C:7]([N+:21]([O-])=O)=[C:8]([CH2:11][NH:12][C@@H:13]([C:15]3[CH:20]=[CH:19][CH:18]=[CH:17][CH:16]=3)[CH3:14])[CH:9]=2)[N:4]([C:24]([C:37]2[CH:42]=[CH:41][CH:40]=[CH:39][CH:38]=2)([C:31]2[CH:36]=[CH:35][CH:34]=[CH:33][CH:32]=2)[C:25]2[CH:30]=[CH:29][CH:28]=[CH:27][CH:26]=2)[N:3]=1. (4) The catalyst class is: 85. Reactant: [CH3:1][O:2][CH2:3][C:4]1([C:10]([OH:12])=O)[CH2:9][CH2:8][CH2:7][CH2:6][CH2:5]1.C(Cl)(=O)C([Cl:16])=O. Product: [CH3:1][O:2][CH2:3][C:4]1([C:10]([Cl:16])=[O:12])[CH2:9][CH2:8][CH2:7][CH2:6][CH2:5]1.